Dataset: Full USPTO retrosynthesis dataset with 1.9M reactions from patents (1976-2016). Task: Predict the reactants needed to synthesize the given product. Given the product [S:42]1[C:43]([C:35]2[CH:2]=[CH:3][C:4]3[CH:10]=[CH:9][C:8]4[CH:11]=[CH:12][C:13]([C:43]5[S:42][C:41]([C:41]6[S:42][CH:43]=[CH:44][CH:45]=6)=[CH:45][CH:44]=5)=[CH:14][C:7]=4[B:6]([C:16]4[C:21]([C:22]([CH3:24])([CH3:25])[CH3:23])=[CH:20][C:19]([C:26]([CH3:28])([CH3:29])[CH3:27])=[CH:18][C:17]=4[C:30]([CH3:31])([CH3:33])[CH3:32])[C:5]=3[CH:34]=2)=[CH:44][CH:45]=[C:41]1[C:41]1[S:42][CH:43]=[CH:44][CH:45]=1, predict the reactants needed to synthesize it. The reactants are: Br[C:2]1[CH:35]=[CH:34][C:5]2[B:6]([C:16]3[C:21]([C:22]([CH3:25])([CH3:24])[CH3:23])=[CH:20][C:19]([C:26]([CH3:29])([CH3:28])[CH3:27])=[CH:18][C:17]=3[C:30]([CH3:33])([CH3:32])[CH3:31])[C:7]3[CH:14]=[CH:13][C:12](Br)=[CH:11][C:8]=3[CH:9]=[CH:10][C:4]=2[CH:3]=1.C([Sn](CCCC)(CCCC)[C:41]1[S:42][CH:43]=[CH:44][CH:45]=1)CCC.[F-].[K+].